The task is: Predict the product of the given reaction.. This data is from Forward reaction prediction with 1.9M reactions from USPTO patents (1976-2016). Given the reactants Cl[C:2]1[CH:9]=[CH:8][C:5]([C:6]#[N:7])=[CH:4][N:3]=1.[CH2:10]([C:17]1[C:26]2[C:21](=[CH:22][CH:23]=[CH:24][CH:25]=2)[C:20]([N:27]2[CH2:32][CH2:31][NH:30][C@@H:29]([CH3:33])[CH2:28]2)=[N:19][N:18]=1)[C:11]1[CH:16]=[CH:15][CH:14]=[CH:13][CH:12]=1, predict the reaction product. The product is: [CH2:10]([C:17]1[C:26]2[C:21](=[CH:22][CH:23]=[CH:24][CH:25]=2)[C:20]([N:27]2[CH2:32][CH2:31][N:30]([C:2]3[CH:9]=[CH:8][C:5]([C:6]#[N:7])=[CH:4][N:3]=3)[C@@H:29]([CH3:33])[CH2:28]2)=[N:19][N:18]=1)[C:11]1[CH:12]=[CH:13][CH:14]=[CH:15][CH:16]=1.